From a dataset of CYP2C9 inhibition data for predicting drug metabolism from PubChem BioAssay. Regression/Classification. Given a drug SMILES string, predict its absorption, distribution, metabolism, or excretion properties. Task type varies by dataset: regression for continuous measurements (e.g., permeability, clearance, half-life) or binary classification for categorical outcomes (e.g., BBB penetration, CYP inhibition). Dataset: cyp2c9_veith. (1) The molecule is Cl.c1ccc2c(c1)oc1c(NCCCn3ccnc3)ncnc12. The result is 1 (inhibitor). (2) The drug is CCOC(=O)CCN1C(=O)[C@H]2CC[C@H]3/C(=N\NC(=O)OCc4ccc(OC)cc4)C[C@@H](O)[C@@H](O)[C@@H]3[C@@H]2C1=O. The result is 0 (non-inhibitor). (3) The molecule is O=C(c1csnn1)N1CCC2(CCCN(c3cccc(-c4ccccc4)c3)C2)CC1. The result is 1 (inhibitor).